This data is from Forward reaction prediction with 1.9M reactions from USPTO patents (1976-2016). The task is: Predict the product of the given reaction. (1) The product is: [Cl:23][C:24]1[CH:41]=[C:40]([Cl:42])[CH:39]=[CH:38][C:25]=1[CH2:26][CH2:27][NH:28][C:29]([C:30]1[CH:35]=[CH:34][C:33]([O:36][C:12]2[CH:11]=[C:10]3[C:5]([CH:6]([C:14]([OH:16])=[O:15])[CH2:7][CH2:8][O:9]3)=[CH:4][C:3]=2[C:1]#[N:2])=[CH:32][CH:31]=1)=[O:37]. Given the reactants [C:1]([C:3]1[CH:4]=[C:5]2[C:10](=[CH:11][C:12]=1F)[O:9][CH2:8][CH2:7][CH:6]2[C:14]([OH:16])=[O:15])#[N:2].C([O-])([O-])=O.[K+].[K+].[Cl:23][C:24]1[CH:41]=[C:40]([Cl:42])[CH:39]=[CH:38][C:25]=1[CH2:26][CH2:27][NH:28][C:29](=[O:37])[C:30]1[CH:35]=[CH:34][C:33]([OH:36])=[CH:32][CH:31]=1, predict the reaction product. (2) Given the reactants [Si:1]([O:8][CH:9]1[C:14]2([CH2:18][CH2:17][CH2:16][CH2:15]2)[CH2:13][C:12]([C:19]2[C:23]([CH2:24][N:25]([CH3:37])[CH2:26][CH2:27][N:28]([CH3:36])[C:29](=[O:35])[O:30][C:31]([CH3:34])([CH3:33])[CH3:32])=[CH:22][N:21]([CH:38]3[CH2:43][CH2:42][CH2:41][CH2:40][O:39]3)[N:20]=2)=[CH:11][CH2:10]1)([C:4]([CH3:7])([CH3:6])[CH3:5])([CH3:3])[CH3:2], predict the reaction product. The product is: [Si:1]([O:8][CH:9]1[C:14]2([CH2:18][CH2:17][CH2:16][CH2:15]2)[CH2:13][CH:12]([C:19]2[C:23]([CH2:24][N:25]([CH3:37])[CH2:26][CH2:27][N:28]([CH3:36])[C:29](=[O:35])[O:30][C:31]([CH3:32])([CH3:33])[CH3:34])=[CH:22][N:21]([CH:38]3[CH2:43][CH2:42][CH2:41][CH2:40][O:39]3)[N:20]=2)[CH2:11][CH2:10]1)([C:4]([CH3:5])([CH3:6])[CH3:7])([CH3:3])[CH3:2]. (3) Given the reactants [OH-:1].[Na+].C(Cl)Cl.[C:6](Cl)(Cl)=[O:7].[C:10]1([OH:16])[CH:15]=[CH:14][CH:13]=[CH:12][CH:11]=1, predict the reaction product. The product is: [C:6](=[O:7])([O:1][C:10]1[CH:15]=[CH:14][CH:13]=[CH:12][CH:11]=1)[O:16][C:10]1[CH:15]=[CH:14][CH:13]=[CH:12][CH:11]=1. (4) Given the reactants Br[C:2]1[CH:3]=[C:4]([C:8]2[N:9]=[C:10]([CH:20]([CH3:22])[CH3:21])[NH:11][C:12]=2[C:13]2[CH:18]=[CH:17][CH:16]=[C:15]([CH3:19])[N:14]=2)[CH:5]=[CH:6][CH:7]=1.[C:23]([C:25]1[CH:30]=[CH:29][C:28](B(O)O)=[CH:27][CH:26]=1)#N.[OH2:34].[C:35](#[N:37])C, predict the reaction product. The product is: [CH:20]([C:10]1[NH:9][C:8]([C:4]2[CH:3]=[C:2]([C:28]3[CH:29]=[CH:30][C:25]([CH2:23][C:35]([NH2:37])=[O:34])=[CH:26][CH:27]=3)[CH:7]=[CH:6][CH:5]=2)=[C:12]([C:13]2[CH:18]=[CH:17][CH:16]=[C:15]([CH3:19])[N:14]=2)[N:11]=1)([CH3:22])[CH3:21].